From a dataset of Full USPTO retrosynthesis dataset with 1.9M reactions from patents (1976-2016). Predict the reactants needed to synthesize the given product. Given the product [CH2:16]([P:41]([CH2:40][CH:39]([CH2:38][C:35]1[CH:36]=[N:37][C:32]([NH:31][C:29]([O:28][C:24]([CH3:25])([CH3:27])[CH3:26])=[O:30])=[CH:33][CH:34]=1)[C:44]([O:46][CH2:47][CH3:48])=[O:45])(=[O:42])[OH:43])[C:17]1[CH:22]=[CH:21][CH:20]=[CH:19][CH:18]=1, predict the reactants needed to synthesize it. The reactants are: FC(F)(F)C(=N[Si](C)(C)C)O[Si](C)(C)C.[CH2:16](Br)[C:17]1[CH:22]=[CH:21][CH:20]=[CH:19][CH:18]=1.[C:24]([O:28][C:29]([NH:31][C:32]1[N:37]=[CH:36][C:35]([CH2:38][CH:39]([C:44]([O:46][CH2:47][CH3:48])=[O:45])[CH2:40][PH:41](=[O:43])[OH:42])=[CH:34][CH:33]=1)=[O:30])([CH3:27])([CH3:26])[CH3:25].